This data is from M1 muscarinic receptor antagonist screen with 61,756 compounds. The task is: Binary Classification. Given a drug SMILES string, predict its activity (active/inactive) in a high-throughput screening assay against a specified biological target. The compound is O(c1c(c(OC)ccc1)C(=O)Nc1cc(ccc1)C(=O)C)C. The result is 0 (inactive).